From a dataset of Full USPTO retrosynthesis dataset with 1.9M reactions from patents (1976-2016). Predict the reactants needed to synthesize the given product. (1) Given the product [CH3:1][C:2]1[CH:10]=[CH:9][C:5]([C:6]([Cl:13])=[O:7])=[CH:4][CH:3]=1, predict the reactants needed to synthesize it. The reactants are: [CH3:1][C:2]1[CH:10]=[CH:9][C:5]([C:6](O)=[O:7])=[CH:4][CH:3]=1.S(Cl)([Cl:13])=O. (2) The reactants are: [CH2:1]([NH:3][C:4]1[CH:9]=[CH:8][CH:7]=[CH:6][CH:5]=1)[CH3:2].FC(F)(F)S([O-])(=O)=O.[Br:18][C:19]1[CH:20]=[C:21]2[C:26](=[CH:27][CH:28]=1)[NH:25][C:24](=[O:29])[C:23]([I+]C1C=CC=CC=1)=[C:22]2[OH:37]. Given the product [Br:18][C:19]1[CH:20]=[C:21]2[C:26](=[CH:27][CH:28]=1)[NH:25][C:24](=[O:29])[C:23]([N:3]([CH2:1][CH3:2])[C:4]1[CH:9]=[CH:8][CH:7]=[CH:6][CH:5]=1)=[C:22]2[OH:37], predict the reactants needed to synthesize it. (3) Given the product [CH2:1]([O:5][C:21]([C:23]([F:33])([F:34])[CH:24]([O:27][C:28](=[O:32])[C:29]([CH3:31])=[CH2:30])[CH2:25][CH3:26])=[O:22])[CH2:2][CH2:3][CH3:4], predict the reactants needed to synthesize it. The reactants are: [CH2:1]([OH:5])[CH2:2][CH2:3][CH3:4].C(OC(C)C)(C)C.C(N(CC)CC)C.Cl[C:21]([C:23]([F:34])([F:33])[CH:24]([O:27][C:28](=[O:32])[C:29]([CH3:31])=[CH2:30])[CH2:25][CH3:26])=[O:22]. (4) Given the product [C:1]([C:5]1[N:6]=[C:7]2[C:12]([C:13]#[N:14])=[C:11]([CH3:15])[C:10]([C:16]3[CH:21]=[CH:20][CH:19]=[CH:18][CH:17]=3)=[C:9]([N:31]3[CH2:36][CH2:35][NH:34][CH2:33][CH2:32]3)[N:8]2[CH:23]=1)([CH3:4])([CH3:3])[CH3:2], predict the reactants needed to synthesize it. The reactants are: [C:1]([C:5]1[N:6]=[C:7]2[C:12]([C:13]#[N:14])=[C:11]([CH3:15])[C:10]([C:16]3[CH:21]=[CH:20][CH:19]=[CH:18][CH:17]=3)=[C:9](Cl)[N:8]2[CH:23]=1)([CH3:4])([CH3:3])[CH3:2].C(N(CC)CC)C.[NH:31]1[CH2:36][CH2:35][NH:34][CH2:33][CH2:32]1.O.